Dataset: Forward reaction prediction with 1.9M reactions from USPTO patents (1976-2016). Task: Predict the product of the given reaction. Given the reactants [CH3:1][C:2]1[O:6][N:5]=[C:4]([C:7]2[CH:12]=[CH:11][C:10]([C:13]([F:16])([F:15])[F:14])=[CH:9][CH:8]=2)[C:3]=1[CH2:17]O.S(Cl)([Cl:21])=O, predict the reaction product. The product is: [Cl:21][CH2:17][C:3]1[C:4]([C:7]2[CH:12]=[CH:11][C:10]([C:13]([F:16])([F:15])[F:14])=[CH:9][CH:8]=2)=[N:5][O:6][C:2]=1[CH3:1].